Dataset: Catalyst prediction with 721,799 reactions and 888 catalyst types from USPTO. Task: Predict which catalyst facilitates the given reaction. (1) Reactant: [CH3:1][CH2:2][N:3]([CH2:6][CH2:7][NH:8][C:9]([C:11]1[C:12]([CH3:29])=[C:13](/[CH:17]=[C:18]2/[C:19]3[CH:20]=[C:21]([F:28])[CH:22]=[CH:23][C:24]=3[NH:25][C:26]/2=[O:27])[NH:14][C:15]=1[CH3:16])=[O:10])[CH2:4][CH3:5].[C:30]([OH:37])(=[O:36])/[CH:31]=[CH:32]/[C:33]([OH:35])=[O:34]. Product: [CH3:1][CH2:2][N:3]([CH2:6][CH2:7][NH:8][C:9]([C:11]1[C:12]([CH3:29])=[C:13](/[CH:17]=[C:18]2/[C:19]3[CH:20]=[C:21]([F:28])[CH:22]=[CH:23][C:24]=3[NH:25][C:26]/2=[O:27])[NH:14][C:15]=1[CH3:16])=[O:10])[CH2:4][CH3:5].[C:30]([O-:37])(=[O:36])/[CH:31]=[CH:32]/[C:33]([O-:35])=[O:34]. The catalyst class is: 5. (2) Reactant: Cl.[CH2:2]([S:9]([NH:12][C:13]1[C:14](=[O:28])[N:15]([CH2:20][C:21]([O:23]C(C)(C)C)=[O:22])[C:16]([CH3:19])=[CH:17][CH:18]=1)(=[O:11])=[O:10])[C:3]1[CH:8]=[CH:7][CH:6]=[CH:5][CH:4]=1. Product: [CH2:2]([S:9]([NH:12][C:13]1[C:14](=[O:28])[N:15]([CH2:20][C:21]([OH:23])=[O:22])[C:16]([CH3:19])=[CH:17][CH:18]=1)(=[O:11])=[O:10])[C:3]1[CH:8]=[CH:7][CH:6]=[CH:5][CH:4]=1. The catalyst class is: 13. (3) Reactant: [Cl:1][C:2]1[CH:3]=[C:4]([C:7](=O)[CH:8]=[CH:9][N:10](C)C)[S:5][CH:6]=1.O.[NH2:15]N. Product: [Cl:1][C:2]1[CH:3]=[C:4]([C:7]2[CH:8]=[CH:9][NH:10][N:15]=2)[S:5][CH:6]=1. The catalyst class is: 8.